Dataset: Merck oncology drug combination screen with 23,052 pairs across 39 cell lines. Task: Regression. Given two drug SMILES strings and cell line genomic features, predict the synergy score measuring deviation from expected non-interaction effect. Synergy scores: synergy=16.8. Cell line: A427. Drug 1: O=S1(=O)NC2(CN1CC(F)(F)F)C1CCC2Cc2cc(C=CCN3CCC(C(F)(F)F)CC3)ccc2C1. Drug 2: N#Cc1ccc(Cn2cncc2CN2CCN(c3cccc(Cl)c3)C(=O)C2)cc1.